This data is from Peptide-MHC class I binding affinity with 185,985 pairs from IEDB/IMGT. The task is: Regression. Given a peptide amino acid sequence and an MHC pseudo amino acid sequence, predict their binding affinity value. This is MHC class I binding data. (1) The MHC is HLA-B57:01 with pseudo-sequence HLA-B57:01. The binding affinity (normalized) is 0.0847. The peptide sequence is YHQRFVQAL. (2) The peptide sequence is YVVSRRGDL. The MHC is HLA-A01:01 with pseudo-sequence HLA-A01:01. The binding affinity (normalized) is 0.0847. (3) The peptide sequence is TIFDIVSKCI. The MHC is HLA-A02:03 with pseudo-sequence HLA-A02:03. The binding affinity (normalized) is 0.580. (4) The peptide sequence is TSEKYSKGYK. The MHC is HLA-A03:01 with pseudo-sequence HLA-A03:01. The binding affinity (normalized) is 0.0639.